This data is from Full USPTO retrosynthesis dataset with 1.9M reactions from patents (1976-2016). The task is: Predict the reactants needed to synthesize the given product. (1) Given the product [N:24]1([CH2:19][C:18]2[CH:17]=[C:16]([N:8]3[C:9]4[CH:14]=[CH:13][N:12]=[CH:11][C:10]=4[N:15]=[C:7]3[C:3]3[C:2]([NH2:1])=[N:6][O:5][N:4]=3)[CH:23]=[CH:22][CH:21]=2)[CH2:28][CH2:27][CH2:26][CH2:25]1, predict the reactants needed to synthesize it. The reactants are: [NH2:1][C:2]1[C:3]([C:7]2[N:8]([C:16]3[CH:17]=[C:18]([CH:21]=[CH:22][CH:23]=3)[CH:19]=O)[C:9]3[CH:14]=[CH:13][N:12]=[CH:11][C:10]=3[N:15]=2)=[N:4][O:5][N:6]=1.[NH:24]1[CH2:28][CH2:27][CH2:26][CH2:25]1.C(O[BH-](OC(=O)C)OC(=O)C)(=O)C.[Na+]. (2) Given the product [CH2:1]([S:3]([N:6]1[CH2:11][CH2:10][CH:9]([C:12]2[C:20]3[C:15](=[C:16]([C:29]([NH2:31])=[O:30])[CH:17]=[C:18]([C:21]4[CH:26]=[CH:25][CH:24]=[C:23]([CH2:27][NH:35][CH2:34][CH:33]([CH3:32])[CH2:36][CH3:37])[CH:22]=4)[CH:19]=3)[NH:14][CH:13]=2)[CH2:8][CH2:7]1)(=[O:5])=[O:4])[CH3:2], predict the reactants needed to synthesize it. The reactants are: [CH2:1]([S:3]([N:6]1[CH2:11][CH2:10][CH:9]([C:12]2[C:20]3[C:15](=[C:16]([C:29]([NH2:31])=[O:30])[CH:17]=[C:18]([C:21]4[CH:26]=[CH:25][CH:24]=[C:23]([CH:27]=O)[CH:22]=4)[CH:19]=3)[NH:14][CH:13]=2)[CH2:8][CH2:7]1)(=[O:5])=[O:4])[CH3:2].[CH3:32][CH:33]([CH2:36][CH3:37])[CH2:34][NH2:35].[BH4-].[Na+]. (3) Given the product [CH3:24][O:23][C:18]1[CH:19]=[CH:20][CH:21]=[CH:22][C:17]=1[C:15]1[N:14]=[CH:13][N:12]=[C:11]([NH:10][C:8](=[O:9])[NH:7][CH:5]([CH3:6])[C:4]([OH:25])=[O:3])[CH:16]=1, predict the reactants needed to synthesize it. The reactants are: C([O:3][C:4](=[O:25])[CH:5]([NH:7][C:8]([NH:10][C:11]1[CH:16]=[C:15]([C:17]2[CH:22]=[CH:21][CH:20]=[CH:19][C:18]=2[O:23][CH3:24])[N:14]=[CH:13][N:12]=1)=[O:9])[CH3:6])C.[Li+].[OH-]. (4) Given the product [F:1][C:2]1[CH:3]=[C:4]([CH2:8][OH:9])[S:5][C:6]=1[F:7], predict the reactants needed to synthesize it. The reactants are: [F:1][C:2]1[CH:3]=[C:4]([CH:8]2OCC[O:9]2)[S:5][C:6]=1[F:7].Cl. (5) Given the product [CH3:9][N:8]([CH2:7][C:6]1[CH:11]=[C:2]([C:14](=[O:18])[CH3:15])[CH:3]=[CH:4][C:5]=1[O:12][CH3:13])[CH3:10], predict the reactants needed to synthesize it. The reactants are: Br[C:2]1[CH:3]=[CH:4][C:5]([O:12][CH3:13])=[C:6]([CH:11]=1)[CH2:7][N:8]([CH3:10])[CH3:9].[CH2:14]([O:18]C=C)[CH2:15]CC.C1(P(C2C=CC=CC=2)CCCP(C2C=CC=CC=2)C2C=CC=CC=2)C=CC=CC=1.C(=O)([O-])[O-].[K+].[K+].Cl. (6) Given the product [C:1]([O:5][C:6]([N:8]([C:21]([O:23][C:24]([CH3:26])([CH3:25])[CH3:27])=[O:22])[C:9]1[S:10][C:11]([C:16]([O:18][CH2:19][CH3:20])=[O:17])=[C:12]([CH:14]([OH:15])[CH2:28][CH3:29])[N:13]=1)=[O:7])([CH3:4])([CH3:2])[CH3:3], predict the reactants needed to synthesize it. The reactants are: [C:1]([O:5][C:6]([N:8]([C:21]([O:23][C:24]([CH3:27])([CH3:26])[CH3:25])=[O:22])[C:9]1[S:10][C:11]([C:16]([O:18][CH2:19][CH3:20])=[O:17])=[C:12]([CH:14]=[O:15])[N:13]=1)=[O:7])([CH3:4])([CH3:3])[CH3:2].[CH2:28]([Mg]Br)[CH3:29]. (7) Given the product [Cl:1][C:2]1[CH:28]=[CH:27][C:5]([CH2:6][N:7]2[C:15]3[C:14](=[CH:13][C:12]([CH:16]=[C:17]4[S:21][C:20]([N:41]5[CH2:40][CH2:39][CH:38]([N:33]6[CH:37]=[CH:36][CH:35]=[N:34]6)[CH2:43][CH2:42]5)=[N:19][C:18]4=[O:26])=[CH:11][CH:10]=3)[CH:9]=[N:8]2)=[C:4]([C:29]([F:32])([F:30])[F:31])[CH:3]=1, predict the reactants needed to synthesize it. The reactants are: [Cl:1][C:2]1[CH:28]=[CH:27][C:5]([CH2:6][N:7]2[C:15]3[C:10](=[CH:11][C:12]([CH:16]=[C:17]4[S:21][C:20](SCCC)=[N:19][C:18]4=[O:26])=[CH:13][CH:14]=3)[CH:9]=[N:8]2)=[C:4]([C:29]([F:32])([F:31])[F:30])[CH:3]=1.[N:33]1([CH:38]2[CH2:43][CH2:42][NH:41][CH2:40][CH2:39]2)[CH:37]=[CH:36][CH:35]=[N:34]1. (8) Given the product [Si:39]([O:46][CH2:47][CH2:48][NH:49][C:36]([C:33]1[CH:34]=[CH:35][N:31]([C:17]2[C:16]([NH:15][CH2:14][CH:10]3[CH2:11][CH2:12][CH2:13][N:8]([C:6]([O:5][C:1]([CH3:4])([CH3:2])[CH3:3])=[O:7])[CH2:9]3)=[CH:21][C:20]([NH:22][C:23]3[CH:28]=[N:27][C:26]([C:29]#[N:30])=[CH:25][N:24]=3)=[N:19][CH:18]=2)[CH:32]=1)=[O:37])([C:42]([CH3:44])([CH3:45])[CH3:43])([CH3:41])[CH3:40], predict the reactants needed to synthesize it. The reactants are: [C:1]([O:5][C:6]([N:8]1[CH2:13][CH2:12][CH2:11][CH:10]([CH2:14][NH:15][C:16]2[CH:21]=[C:20]([NH:22][C:23]3[CH:28]=[N:27][C:26]([C:29]#[N:30])=[CH:25][N:24]=3)[N:19]=[CH:18][C:17]=2[N:31]2[CH:35]=[CH:34][C:33]([C:36](O)=[O:37])=[CH:32]2)[CH2:9]1)=[O:7])([CH3:4])([CH3:3])[CH3:2].[Si:39]([O:46][CH2:47][CH2:48][NH2:49])([C:42]([CH3:45])([CH3:44])[CH3:43])([CH3:41])[CH3:40].C(N(C(C)C)C(C)C)C.O.ON1C2C=CC=CC=2N=N1.CN(C)CCCN=C=NCC. (9) Given the product [CH:34]1([C@H:19]([NH:20][C:21]([O:23][C@@H:24]2[CH2:28][CH2:27][CH2:26][C@H:25]2[CH2:29][CH2:30][CH2:31][CH:32]=[CH2:33])=[O:22])[C:18]([N:16]2[CH2:17][C@H:13]([O:12][C:11]3[C:2]([CH:44]=[CH2:45])=[N:3][C:4]4[C:9]([CH:10]=3)=[CH:8][CH:7]=[CH:6][CH:5]=4)[CH2:14][C@H:15]2[C:40]([O:42][CH3:43])=[O:41])=[O:39])[CH2:38][CH2:37][CH2:36][CH2:35]1, predict the reactants needed to synthesize it. The reactants are: Cl[C:2]1[C:11]([O:12][C@H:13]2[CH2:17][N:16]([C:18](=[O:39])[C@H:19]([CH:34]3[CH2:38][CH2:37][CH2:36][CH2:35]3)[NH:20][C:21]([O:23][C@@H:24]3[CH2:28][CH2:27][CH2:26][C@H:25]3[CH2:29][CH2:30][CH2:31][CH:32]=[CH2:33])=[O:22])[C@H:15]([C:40]([O:42][CH3:43])=[O:41])[CH2:14]2)=[CH:10][C:9]2[C:4](=[CH:5][CH:6]=[CH:7][CH:8]=2)[N:3]=1.[CH:44]([B-](F)(F)F)=[CH2:45].[K+].C(Cl)Cl.